From a dataset of Catalyst prediction with 721,799 reactions and 888 catalyst types from USPTO. Predict which catalyst facilitates the given reaction. (1) Reactant: [Cl:1][C:2]1[NH:10][C:9]2[C:8](=[O:11])[N:7]([CH2:12][CH2:13][CH2:14][C:15]([O:17]CC)=O)[C:6](=[O:20])[N:5]([CH2:21][CH2:22][CH2:23][CH2:24][CH3:25])[C:4]=2[N:3]=1.O[NH:27][C:28](=[NH:35])[CH2:29][C:30]1[CH:34]=[CH:33][S:32][CH:31]=1.CC[O-].[Na+]. Product: [Cl:1][C:2]1[NH:10][C:9]2[C:8](=[O:11])[N:7]([CH2:12][CH2:13][CH2:14][C:15]3[O:17][N:35]=[C:28]([CH2:29][C:30]4[CH:34]=[CH:33][S:32][CH:31]=4)[N:27]=3)[C:6](=[O:20])[N:5]([CH2:21][CH2:22][CH2:23][CH2:24][CH3:25])[C:4]=2[N:3]=1. The catalyst class is: 14. (2) Reactant: N#N.C(OC(=O)[N:9]([C:22]([C:24]1[N:25]=[CH:26][O:27][C:28]=1[C:29]1[CH:34]=[CH:33][C:32]([F:35])=[CH:31][CH:30]=1)=[O:23])[C:10]1[N:11]=[C:12]([CH2:15][CH2:16][CH2:17][CH2:18][C:19](=[O:21])[CH3:20])[O:13][CH:14]=1)(C)(C)C.FC(F)(F)C(O)=O. Product: [O:21]=[C:19]([CH3:20])[CH2:18][CH2:17][CH2:16][CH2:15][C:12]1[O:13][CH:14]=[C:10]([NH:9][C:22]([C:24]2[N:25]=[CH:26][O:27][C:28]=2[C:29]2[CH:34]=[CH:33][C:32]([F:35])=[CH:31][CH:30]=2)=[O:23])[N:11]=1. The catalyst class is: 2. (3) Reactant: [CH3:1][O:2][CH2:3][CH2:4][CH2:5][NH:6][C:7]1[C:16]2[C:11](=[CH:12][CH:13]=[CH:14][CH:15]=2)[N:10]=[CH:9][C:8]=1[N+:17]([O-])=O.S([O-])([O-])(=O)=O.[Mg+2]. Product: [CH3:1][O:2][CH2:3][CH2:4][CH2:5][NH:6][C:7]1[C:16]2[C:11](=[CH:12][CH:13]=[CH:14][CH:15]=2)[N:10]=[CH:9][C:8]=1[NH2:17]. The catalyst class is: 612. (4) Reactant: [CH:1]1[C:6]([NH2:7])=[CH:5][CH:4]=[C:3]([S:8]([NH:11][C:12]2[S:16][CH:15]=[CH:14][N:13]=2)(=[O:10])=[O:9])[CH:2]=1.C[Al](C)C.[Si:21]([O:38][C@H:39]1[CH2:43][CH2:42][O:41][C:40]1=[O:44])([C:34]([CH3:37])([CH3:36])[CH3:35])([C:28]1[CH:33]=[CH:32][CH:31]=[CH:30][CH:29]=1)[C:22]1[CH:27]=[CH:26][CH:25]=[CH:24][CH:23]=1. Product: [Si:21]([O:38][C@@H:39]([CH2:43][CH2:42][OH:41])[C:40]([NH:7][C:6]1[CH:1]=[CH:2][C:3]([S:8](=[O:10])(=[O:9])[NH:11][C:12]2[S:16][CH:15]=[CH:14][N:13]=2)=[CH:4][CH:5]=1)=[O:44])([C:34]([CH3:37])([CH3:36])[CH3:35])([C:28]1[CH:33]=[CH:32][CH:31]=[CH:30][CH:29]=1)[C:22]1[CH:23]=[CH:24][CH:25]=[CH:26][CH:27]=1. The catalyst class is: 2. (5) Reactant: [Cl:1][CH2:2][C:3](Cl)=[O:4].[NH2:6][C:7]1[CH:11]=[CH:10][S:9][C:8]=1[C:12]([NH:14][C:15]1[CH:20]=[CH:19][CH:18]=[CH:17][C:16]=1[CH3:21])=[O:13].C(N(CC)CC)C.O. Product: [Cl:1][CH2:2][C:3]([NH:6][C:7]1[CH:11]=[CH:10][S:9][C:8]=1[C:12]([NH:14][C:15]1[CH:20]=[CH:19][CH:18]=[CH:17][C:16]=1[CH3:21])=[O:13])=[O:4]. The catalyst class is: 2. (6) Reactant: [CH:1]([C:4]1[CH:5]=[CH:6][C:7]([O:46][CH3:47])=[C:8]([C:10]2[CH:15]=[CH:14][C:13]([C:16]([F:19])([F:18])[F:17])=[CH:12][C:11]=2[CH2:20][N:21]([CH2:34][C:35]2[CH:36]=[C:37]([OH:45])[CH:38]=[C:39]([C:41]([F:44])([F:43])[F:42])[CH:40]=2)[C:22]2[N:27]=[CH:26][C:25]([N:28]3[CH2:33][CH2:32][O:31][CH2:30][CH2:29]3)=[CH:24][N:23]=2)[CH:9]=1)([CH3:3])[CH3:2].C(=O)([O-])[O-].[K+].[K+].Br[CH2:55][CH2:56][CH2:57][C:58]([O:60][CH2:61][CH3:62])=[O:59]. Product: [CH:1]([C:4]1[CH:5]=[CH:6][C:7]([O:46][CH3:47])=[C:8]([C:10]2[CH:15]=[CH:14][C:13]([C:16]([F:19])([F:18])[F:17])=[CH:12][C:11]=2[CH2:20][N:21]([CH2:34][C:35]2[CH:36]=[C:37]([CH:38]=[C:39]([C:41]([F:44])([F:42])[F:43])[CH:40]=2)[O:45][CH2:55][CH2:56][CH2:57][C:58]([O:60][CH2:61][CH3:62])=[O:59])[C:22]2[N:27]=[CH:26][C:25]([N:28]3[CH2:33][CH2:32][O:31][CH2:30][CH2:29]3)=[CH:24][N:23]=2)[CH:9]=1)([CH3:3])[CH3:2]. The catalyst class is: 391. (7) Reactant: [C:1]1([C:20]2[CH:25]=[CH:24][CH:23]=[CH:22][CH:21]=2)[CH:6]=[CH:5][C:4]([CH2:7][C@H:8]2[N:12]([C:13](=O)C(C)(C)C)C(=O)[CH2:10][CH2:9]2)=[CH:3][CH:2]=1.[NH:26]1[CH2:30][CH2:29][CH2:28][CH2:27]1.[CH2:31]=[O:32]. Product: [C:1]1([C:20]2[CH:21]=[CH:22][CH:23]=[CH:24][CH:25]=2)[CH:2]=[CH:3][C:4]([CH2:7][C@H:8]2[N:12]([CH2:13][N:26]3[CH2:30][CH2:29][CH2:28][CH2:27]3)[C:31](=[O:32])[CH2:10][CH2:9]2)=[CH:5][CH:6]=1. The catalyst class is: 8. (8) The catalyst class is: 3. Reactant: [Br:1][C:2]1[CH:7]=[CH:6][C:5]([NH:8][C:9](=[NH:14])[CH2:10][CH:11]([CH3:13])[CH3:12])=[CH:4][CH:3]=1.Br[CH2:16][C:17](=O)[C:18]([O:20][CH2:21][CH3:22])=[O:19].C(=O)([O-])[O-].[K+].[K+]. Product: [Br:1][C:2]1[CH:3]=[CH:4][C:5]([N:8]2[CH:16]=[C:17]([C:18]([O:20][CH2:21][CH3:22])=[O:19])[N:14]=[C:9]2[CH2:10][CH:11]([CH3:12])[CH3:13])=[CH:6][CH:7]=1.